Dataset: Reaction yield outcomes from USPTO patents with 853,638 reactions. Task: Predict the reaction yield, written as a fraction of the theoretical maximum amount of product (1.0 means a 100% yield; for example, 0.34 means a 34% yield). (1) The reactants are [NH2:1][C@H:2]([C:5]1[N:14]([C:15]2[CH:20]=[CH:19][C:18]([O:21][CH2:22][C:23]([F:26])([F:25])[F:24])=[CH:17][CH:16]=2)[C:13](=[O:27])[C:12]2[C:7](=[CH:8][CH:9]=[CH:10][C:11]=2[F:28])[N:6]=1)[CH2:3][CH3:4].Cl[C:30]1[C:31]2[CH:38]=[CH:37][NH:36][C:32]=2[N:33]=[CH:34][N:35]=1.C(N(C(C)C)CC)(C)C. The catalyst is CC(O)(C)C. The product is [N:33]1[C:32]2[NH:36][CH:37]=[CH:38][C:31]=2[C:30]([NH:1][C@H:2]([C:5]2[N:14]([C:15]3[CH:20]=[CH:19][C:18]([O:21][CH2:22][C:23]([F:26])([F:24])[F:25])=[CH:17][CH:16]=3)[C:13](=[O:27])[C:12]3[C:7](=[CH:8][CH:9]=[CH:10][C:11]=3[F:28])[N:6]=2)[CH2:3][CH3:4])=[N:35][CH:34]=1. The yield is 0.130. (2) The reactants are [OH:1][CH2:2][C@H:3]([CH3:31])[O:4][C:5]1[CH:6]=[C:7]([CH:20]=[C:21]([C:23]([NH:25][C:26]2[CH:30]=[CH:29][NH:28][N:27]=2)=[O:24])[CH:22]=1)[O:8][C:9]1[CH:19]=[CH:18][C:12]([C:13]([O:15]CC)=[O:14])=[CH:11][CH:10]=1.[OH-].[Na+]. The catalyst is C1COCC1.O. The product is [OH:1][CH2:2][C@H:3]([CH3:31])[O:4][C:5]1[CH:6]=[C:7]([CH:20]=[C:21]([C:23]([NH:25][C:26]2[CH:30]=[CH:29][NH:28][N:27]=2)=[O:24])[CH:22]=1)[O:8][C:9]1[CH:10]=[CH:11][C:12]([C:13]([OH:15])=[O:14])=[CH:18][CH:19]=1. The yield is 0.850. (3) The reactants are [C:1]([C:5]1[N:10]=[C:9](Cl)[C:8]([C:12]([NH:14][S:15]([C:18]2[CH:23]=[CH:22][CH:21]=[C:20]([F:24])[N:19]=2)(=[O:17])=[O:16])=[O:13])=[CH:7][CH:6]=1)([CH3:4])([CH3:3])[CH3:2].[C:25]1(B(O)O)[CH2:30][CH2:29][CH2:28][CH2:27][CH:26]=1.C(=O)([O-])[O-].[Na+].[Na+]. The catalyst is O1CCOCC1.C1C=CC(P(C2C=CC=CC=2)[C-]2C=CC=C2)=CC=1.C1C=CC(P(C2C=CC=CC=2)[C-]2C=CC=C2)=CC=1.Cl[Pd]Cl.[Fe+2]. The product is [C:1]([C:5]1[CH:6]=[CH:7][C:8]([C:12]([NH:14][S:15]([C:18]2[CH:23]=[CH:22][CH:21]=[C:20]([F:24])[N:19]=2)(=[O:17])=[O:16])=[O:13])=[C:9]([C:25]2[CH2:30][CH2:29][CH2:28][CH2:27][CH:26]=2)[N:10]=1)([CH3:4])([CH3:3])[CH3:2]. The yield is 0.230. (4) The reactants are [CH:1]([C:4]1[CH:9]=[CH:8][C:7]([N+:10]([O-])=O)=[CH:6][N:5]=1)([CH3:3])[CH3:2]. The catalyst is CO.[Ni]. The product is [CH:1]([C:4]1[CH:9]=[CH:8][C:7]([NH2:10])=[CH:6][N:5]=1)([CH3:3])[CH3:2]. The yield is 0.520.